This data is from Forward reaction prediction with 1.9M reactions from USPTO patents (1976-2016). The task is: Predict the product of the given reaction. (1) Given the reactants [C:1]([Mg]Cl)([CH2:4][CH3:5])([CH3:3])[CH3:2].[Mg].Cl[C:10]([CH3:14])([CH2:12][CH3:13])[CH3:11].[CH:15]1([CH3:25])[CH2:20][CH2:19][CH:18](C(C)C)[CH:17]([OH:24])[CH2:16]1.N1C2C(=CC=C3C=2N=CC=C3)C=CC=1.[C:40](Cl)(=[O:44])[CH2:41][CH2:42][CH3:43], predict the reaction product. The product is: [C:1](/[C:20](=[CH:15]/[CH2:25][CH3:10])/[CH:19]=[CH:18]/[C:17](=[O:24])[CH3:16])([CH2:4][CH3:5])([CH3:3])[CH3:2].[CH3:11][C:10]([CH3:14])([C:40](=[O:44])[CH2:41][CH2:42][CH3:43])[CH2:12][CH3:13]. (2) Given the reactants C(P(C(C)(C)C)C1C=CC=CC=1C1C(C(C)C)=CC(C(C)C)=CC=1C(C)C)(C)(C)C.Br[C:32]1[N:33]=[C:34]2[CH:40]=[C:39]([C:41]3[C:49]4[C:44](=[CH:45][CH:46]=[C:47]([O:50][CH3:51])[CH:48]=4)[N:43]([CH3:52])[CH:42]=3)[N:38]([CH2:53][O:54][CH2:55][CH2:56][Si:57]([CH3:60])([CH3:59])[CH3:58])[C:35]2=[N:36][CH:37]=1.[NH:61]([C:63]([O:65][C:66]([CH3:69])([CH3:68])[CH3:67])=[O:64])[NH2:62].CC(C)([O-])C.[Na+], predict the reaction product. The product is: [CH3:51][O:50][C:47]1[CH:48]=[C:49]2[C:44](=[CH:45][CH:46]=1)[N:43]([CH3:52])[CH:42]=[C:41]2[C:39]1[N:38]([CH2:53][O:54][CH2:55][CH2:56][Si:57]([CH3:60])([CH3:59])[CH3:58])[C:35]2=[N:36][CH:37]=[C:32]([NH:62][NH:61][C:63]([O:65][C:66]([CH3:69])([CH3:68])[CH3:67])=[O:64])[N:33]=[C:34]2[CH:40]=1.